Dataset: Full USPTO retrosynthesis dataset with 1.9M reactions from patents (1976-2016). Task: Predict the reactants needed to synthesize the given product. Given the product [O:23]1[CH:24]=[CH:25][CH:26]=[C:22]1[C:6]1[N:5]=[C:4]([CH3:27])[N:12]=[C:11]2[C:7]=1[N:8]=[CH:9][N:10]2[CH2:13][C:14]1[CH:19]=[CH:18][C:17]([O:20][CH3:21])=[CH:16][CH:15]=1, predict the reactants needed to synthesize it. The reactants are: C[Li].Cl[C:4]1[N:12]=[C:11]2[C:7]([N:8]=[CH:9][N:10]2[CH2:13][C:14]2[CH:19]=[CH:18][C:17]([O:20][CH3:21])=[CH:16][CH:15]=2)=[C:6]([C:22]2[O:23][CH:24]=[CH:25][CH:26]=2)[N:5]=1.[C:27]1(P(C2C=CC=CC=2)C2C=CC=CC=2)C=CC=CC=1.[NH4+].[Cl-].